From a dataset of NCI-60 drug combinations with 297,098 pairs across 59 cell lines. Regression. Given two drug SMILES strings and cell line genomic features, predict the synergy score measuring deviation from expected non-interaction effect. (1) Synergy scores: CSS=-0.0735, Synergy_ZIP=5.95, Synergy_Bliss=-0.253, Synergy_Loewe=-0.919, Synergy_HSA=-1.39. Drug 2: CC(C)NC(=O)C1=CC=C(C=C1)CNNC.Cl. Drug 1: C1=CC=C(C(=C1)C(C2=CC=C(C=C2)Cl)C(Cl)Cl)Cl. Cell line: BT-549. (2) Drug 1: C1CC(=O)NC(=O)C1N2CC3=C(C2=O)C=CC=C3N. Drug 2: C1=C(C(=O)NC(=O)N1)N(CCCl)CCCl. Cell line: DU-145. Synergy scores: CSS=20.0, Synergy_ZIP=-1.25, Synergy_Bliss=-1.08, Synergy_Loewe=-16.0, Synergy_HSA=-1.65. (3) Drug 1: CC1=C(C(CCC1)(C)C)C=CC(=CC=CC(=CC(=O)O)C)C. Drug 2: CN1C2=C(C=C(C=C2)N(CCCl)CCCl)N=C1CCCC(=O)O.Cl. Cell line: DU-145. Synergy scores: CSS=3.86, Synergy_ZIP=0.572, Synergy_Bliss=3.79, Synergy_Loewe=0.679, Synergy_HSA=0.538. (4) Drug 1: CC12CCC(CC1=CCC3C2CCC4(C3CC=C4C5=CN=CC=C5)C)O. Drug 2: COC1=C2C(=CC3=C1OC=C3)C=CC(=O)O2. Cell line: SR. Synergy scores: CSS=1.87, Synergy_ZIP=-5.68, Synergy_Bliss=-8.94, Synergy_Loewe=-18.2, Synergy_HSA=-9.31. (5) Drug 1: C1C(C(OC1N2C=NC3=C(N=C(N=C32)Cl)N)CO)O. Drug 2: CC1=C(C(=O)C2=C(C1=O)N3CC4C(C3(C2COC(=O)N)OC)N4)N. Cell line: NCI-H460. Synergy scores: CSS=40.6, Synergy_ZIP=3.92, Synergy_Bliss=1.88, Synergy_Loewe=-21.1, Synergy_HSA=1.80. (6) Drug 1: C1=NC2=C(N1)C(=S)N=CN2. Drug 2: CC1=C(C(=O)C2=C(C1=O)N3CC4C(C3(C2COC(=O)N)OC)N4)N. Cell line: DU-145. Synergy scores: CSS=54.2, Synergy_ZIP=-7.04, Synergy_Bliss=-8.58, Synergy_Loewe=-13.8, Synergy_HSA=-3.93. (7) Drug 1: CC1C(C(CC(O1)OC2CC(CC3=C2C(=C4C(=C3O)C(=O)C5=C(C4=O)C(=CC=C5)OC)O)(C(=O)C)O)N)O.Cl. Drug 2: C1CN(CCN1C(=O)CCBr)C(=O)CCBr. Cell line: U251. Synergy scores: CSS=53.8, Synergy_ZIP=-6.97, Synergy_Bliss=-2.34, Synergy_Loewe=-1.52, Synergy_HSA=0.644.